From a dataset of Full USPTO retrosynthesis dataset with 1.9M reactions from patents (1976-2016). Predict the reactants needed to synthesize the given product. (1) Given the product [C:5]([CH2:4][CH2:3][C:2]([CH3:9])([CH3:1])[C:7]([OH:10])=[O:8])#[N:6], predict the reactants needed to synthesize it. The reactants are: [CH3:1][C:2]([CH3:9])([CH:7]=[O:8])[CH2:3][CH2:4][C:5]#[N:6].[O-:10][Mn](=O)(=O)=O.[K+].C(Cl)Cl. (2) Given the product [Br:1][C:2]1[C:7]([N:8]([CH2:24][O:25][CH3:26])[S:9]([C:12]2[CH:17]=[CH:16][C:15]([Cl:18])=[C:14]([C:19]([F:22])([F:21])[F:20])[CH:13]=2)(=[O:10])=[O:11])=[CH:6][C:5]([CH3:23])=[CH:4][N:3]=1, predict the reactants needed to synthesize it. The reactants are: [Br:1][C:2]1[C:7]([NH:8][S:9]([C:12]2[CH:17]=[CH:16][C:15]([Cl:18])=[C:14]([C:19]([F:22])([F:21])[F:20])[CH:13]=2)(=[O:11])=[O:10])=[CH:6][C:5]([CH3:23])=[CH:4][N:3]=1.[CH3:24][O:25][CH2:26]Cl.C([O-])([O-])=O.[K+].[K+]. (3) Given the product [ClH:26].[CH2:27]([N:8]([S:9]([C:12]1[CH:21]=[C:20]2[C:15]([C:16]([Cl:26])=[CH:17][N:18]=[C:19]2[NH:22][C:23]([NH2:25])=[NH:24])=[CH:14][CH:13]=1)(=[O:11])=[O:10])[C@H:7]([C:6]([OH:35])=[O:5])[CH3:34])[C:28]1[CH:33]=[CH:32][CH:31]=[CH:30][CH:29]=1, predict the reactants needed to synthesize it. The reactants are: C([O:5][C:6](=[O:35])[C@H:7]([CH3:34])[N:8]([CH2:27][C:28]1[CH:33]=[CH:32][CH:31]=[CH:30][CH:29]=1)[S:9]([C:12]1[CH:21]=[C:20]2[C:15]([C:16]([Cl:26])=[CH:17][N:18]=[C:19]2[NH:22][C:23]([NH2:25])=[NH:24])=[CH:14][CH:13]=1)(=[O:11])=[O:10])CCC. (4) Given the product [OH:39][C:36]1([C:34]([NH:1][C@H:2]2[CH2:7][CH2:6][C@H:5]([NH:8][C:9]([C:11]3[C:15]4[N:16]=[CH:17][N:18]=[C:19]([C:20]5[CH:25]=[CH:24][C:23]([O:26][CH3:27])=[CH:22][C:21]=5[O:28][CH2:29][CH:30]5[CH2:31][CH2:32]5)[C:14]=4[NH:13][CH:12]=3)=[O:10])[CH2:4][CH2:3]2)=[O:35])[CH2:38][CH2:37]1, predict the reactants needed to synthesize it. The reactants are: [NH2:1][C@H:2]1[CH2:7][CH2:6][C@H:5]([NH:8][C:9]([C:11]2[C:15]3[N:16]=[CH:17][N:18]=[C:19]([C:20]4[CH:25]=[CH:24][C:23]([O:26][CH3:27])=[CH:22][C:21]=4[O:28][CH2:29][CH:30]4[CH2:32][CH2:31]4)[C:14]=3[NH:13][CH:12]=2)=[O:10])[CH2:4][CH2:3]1.Cl[C:34]([C:36]1([O:39]C(=O)C)[CH2:38][CH2:37]1)=[O:35].